This data is from NCI-60 drug combinations with 297,098 pairs across 59 cell lines. The task is: Regression. Given two drug SMILES strings and cell line genomic features, predict the synergy score measuring deviation from expected non-interaction effect. (1) Drug 1: C1=CC(=CC=C1CCCC(=O)O)N(CCCl)CCCl. Drug 2: C1=CC(=CC=C1C#N)C(C2=CC=C(C=C2)C#N)N3C=NC=N3. Cell line: 786-0. Synergy scores: CSS=38.8, Synergy_ZIP=1.73, Synergy_Bliss=-9.37, Synergy_Loewe=-5.51, Synergy_HSA=-7.67. (2) Drug 1: C1CC(=O)NC(=O)C1N2CC3=C(C2=O)C=CC=C3N. Cell line: SF-268. Synergy scores: CSS=26.5, Synergy_ZIP=4.16, Synergy_Bliss=9.87, Synergy_Loewe=11.2, Synergy_HSA=10.2. Drug 2: CC1C(C(=O)NC(C(=O)N2CCCC2C(=O)N(CC(=O)N(C(C(=O)O1)C(C)C)C)C)C(C)C)NC(=O)C3=C4C(=C(C=C3)C)OC5=C(C(=O)C(=C(C5=N4)C(=O)NC6C(OC(=O)C(N(C(=O)CN(C(=O)C7CCCN7C(=O)C(NC6=O)C(C)C)C)C)C(C)C)C)N)C. (3) Drug 1: C1=CC=C(C=C1)NC(=O)CCCCCCC(=O)NO. Drug 2: C1=CC=C(C(=C1)C(C2=CC=C(C=C2)Cl)C(Cl)Cl)Cl. Cell line: M14. Synergy scores: CSS=1.84, Synergy_ZIP=-0.256, Synergy_Bliss=-0.773, Synergy_Loewe=-38.9, Synergy_HSA=-3.25. (4) Drug 1: C1=NC(=NC(=O)N1C2C(C(C(O2)CO)O)O)N. Drug 2: B(C(CC(C)C)NC(=O)C(CC1=CC=CC=C1)NC(=O)C2=NC=CN=C2)(O)O. Cell line: SK-MEL-5. Synergy scores: CSS=22.1, Synergy_ZIP=-10.9, Synergy_Bliss=-15.7, Synergy_Loewe=-27.2, Synergy_HSA=-13.9.